The task is: Predict the reaction yield, written as a fraction of the theoretical maximum amount of product (1.0 means a 100% yield; for example, 0.34 means a 34% yield).. This data is from Reaction yield outcomes from USPTO patents with 853,638 reactions. The catalyst is C(O)C. The product is [CH:31]1[C:18]2[CH:17]([O:16][CH2:15][CH2:14][O:13][C:10]3[CH:11]=[CH:12][C:7]([CH2:6][CH:5]([O:32][CH2:33][CH3:34])[C:4]([OH:35])=[O:3])=[CH:8][CH:9]=3)[C:23]3[CH:24]=[CH:25][CH:26]=[CH:27][C:22]=3[CH2:21][S:20][C:19]=2[CH:28]=[CH:29][CH:30]=1. The yield is 0.620. The reactants are C([O:3][C:4](=[O:35])[CH:5]([O:32][CH2:33][CH3:34])[CH2:6][C:7]1[CH:12]=[CH:11][C:10]([O:13][CH2:14][CH2:15][O:16][CH:17]2[C:23]3[CH:24]=[CH:25][CH:26]=[CH:27][C:22]=3[CH2:21][S:20][C:19]3[CH:28]=[CH:29][CH:30]=[CH:31][C:18]2=3)=[CH:9][CH:8]=1)C.[OH-].[Na+].